Dataset: Full USPTO retrosynthesis dataset with 1.9M reactions from patents (1976-2016). Task: Predict the reactants needed to synthesize the given product. (1) Given the product [C:1]([O:5][C:6]([N:8]1[CH2:14][CH2:13][CH2:12][N:11]([C:15]2[N:20]=[C:19]3[NH:21][C:22]([C:24]([C:26]4[CH:31]=[CH:30][N:29]=[C:28]([C:36]5[C:37]6[C:42](=[CH:41][CH:40]=[CH:39][CH:38]=6)[CH:33]=[N:34][CH:35]=5)[CH:27]=4)=[O:25])=[N:23][C:18]3=[CH:17][CH:16]=2)[CH2:10][CH2:9]1)=[O:7])([CH3:4])([CH3:3])[CH3:2], predict the reactants needed to synthesize it. The reactants are: [C:1]([O:5][C:6]([N:8]1[CH2:14][CH2:13][CH2:12][N:11]([C:15]2[N:20]=[C:19]3[NH:21][C:22]([C:24]([C:26]4[CH:31]=[CH:30][N:29]=[C:28](Br)[CH:27]=4)=[O:25])=[N:23][C:18]3=[CH:17][CH:16]=2)[CH2:10][CH2:9]1)=[O:7])([CH3:4])([CH3:3])[CH3:2].[CH2:33]1[C:42]2[C:37](=[CH:38][CH:39]=[CH:40][CH:41]=2)[CH:36]=[CH:35][N:34]1B(O)O.[O-]P([O-])([O-])=O.[K+].[K+].[K+].O1CCOCC1. (2) The reactants are: [OH:1][C:2]1[CH:3]=[C:4]([C@@H:8]2[CH2:12][C:11]3([CH2:17][CH2:16][N:15](C(OC(C)(C)C)=O)[CH2:14][CH2:13]3)[O:10][CH2:9]2)[CH:5]=[CH:6][CH:7]=1.C(=O)([O-])[O-].[Cs+].[Cs+].[Br:31][C:32]1[CH:33]=[CH:34][C:35]([Cl:38])=[N:36][CH:37]=1.Cl.O1CCOCC1. Given the product [ClH:38].[Br:31][C:32]1[CH:33]=[CH:34][C:35]([O:1][C:2]2[CH:3]=[C:4]([C@@H:8]3[CH2:12][C:11]4([CH2:13][CH2:14][NH:15][CH2:16][CH2:17]4)[O:10][CH2:9]3)[CH:5]=[CH:6][CH:7]=2)=[N:36][CH:37]=1, predict the reactants needed to synthesize it. (3) Given the product [F:1][C:2]([F:13])([F:12])[C:3]1[CH:8]=[CH:7][C:6]([C:29]([C:28]2[CH:27]=[CH:26][C:25]([C:24]([F:23])([F:34])[F:35])=[CH:33][CH:32]=2)=[O:30])=[CH:5][CH:4]=1, predict the reactants needed to synthesize it. The reactants are: [F:1][C:2]([F:13])([F:12])[C:3]1[CH:8]=[CH:7][C:6](B(O)O)=[CH:5][CH:4]=1.P([O-])([O-])([O-])=O.[K+].[K+].[K+].O.[F:23][C:24]([F:35])([F:34])[C:25]1[CH:33]=[CH:32][C:28]([C:29](Cl)=[O:30])=[CH:27][CH:26]=1.C(=O)([O-])O.[Na+]. (4) Given the product [CH:22]1([N:14]2[C:3]3[C:2](=[CH:1][C:6]([F:7])=[C:5]([N:8]4[CH2:9][CH2:10][N:11]([CH2:26][CH2:27][CH2:28][O:29][C:30]5[CH:31]=[CH:32][C:33]6[CH2:37][O:36][B:35]([OH:38])[C:34]=6[CH:39]=5)[CH2:12][CH2:13]4)[CH:4]=3)[C:17](=[O:18])[C:16]([C:19]([OH:21])=[O:20])=[CH:15]2)[CH2:23][CH2:24]1, predict the reactants needed to synthesize it. The reactants are: [CH:1]1[C:2]2[C:17](=[O:18])[C:16]([C:19]([OH:21])=[O:20])=[CH:15][N:14]([CH:22]3[CH2:24][CH2:23]3)[C:3]=2[CH:4]=[C:5]([N:8]2[CH2:13][CH2:12][NH:11][CH2:10][CH2:9]2)[C:6]=1[F:7].Br[CH2:26][CH2:27][CH2:28][O:29][C:30]1[CH:31]=[CH:32][C:33]2[CH2:37][O:36][B:35]([OH:38])[C:34]=2[CH:39]=1.C(N(CC)CC)C.C(O)(C(F)(F)F)=O. (5) Given the product [C:1]([O:5][C:6]([C:8]1[O:9][C:10]2[CH:17]=[CH:16][CH:15]=[C:14]([N:34]3[CH2:39][CH2:38][O:37][CH2:36][CH2:35]3)[C:11]=2[C:12]=1[CH3:13])=[O:7])([CH3:4])([CH3:3])[CH3:2], predict the reactants needed to synthesize it. The reactants are: [C:1]([O:5][C:6]([C:8]1[O:9][C:10]2[CH:17]=[CH:16][CH:15]=[C:14](OS(C(F)(F)F)(=O)=O)[C:11]=2[C:12]=1[CH3:13])=[O:7])([CH3:4])([CH3:3])[CH3:2].[O-]P([O-])([O-])=O.[K+].[K+].[K+].[NH:34]1[CH2:39][CH2:38][O:37][CH2:36][CH2:35]1.O1CCOCC1.